The task is: Predict hERG channel inhibition at various concentrations.. This data is from hERG Central: cardiac toxicity at 1µM, 10µM, and general inhibition. (1) The molecule is CC(C)N(C(=O)COC(=O)c1ccccc1C(=O)N1CCN(c2ccc(F)cc2)CC1)C(C)C. Results: hERG_inhib (hERG inhibition (general)): blocker. (2) The molecule is Cc1ccc(C2=NN(CCC(=O)NCCCN3CCOCC3)C(=O)CC2)cc1. Results: hERG_inhib (hERG inhibition (general)): blocker. (3) The drug is CCc1nn(C(C)C(=O)NCCN2CCN(c3cccc(C)c3C)CC2)c(=O)c2cc3occc3n12. Results: hERG_inhib (hERG inhibition (general)): blocker. (4) The drug is COC(=O)c1[nH]c2ccc(Br)cc2c1NC(=O)C(C)N1CCN(C2CCCCC2)CC1. Results: hERG_inhib (hERG inhibition (general)): blocker. (5) The drug is O=C(CCN1CCN(C(c2ccccc2)c2ccccc2)CC1)N/N=C/c1ccc(O)cc1. Results: hERG_inhib (hERG inhibition (general)): blocker. (6) The compound is c1ccc2oc(-c3[nH]ncc3CN3CCC(N4CCSCC4)CC3)cc2c1. Results: hERG_inhib (hERG inhibition (general)): blocker.